From a dataset of NCI-60 drug combinations with 297,098 pairs across 59 cell lines. Regression. Given two drug SMILES strings and cell line genomic features, predict the synergy score measuring deviation from expected non-interaction effect. Drug 1: C1C(C(OC1N2C=NC3=C2NC=NCC3O)CO)O. Drug 2: CC1CCCC2(C(O2)CC(NC(=O)CC(C(C(=O)C(C1O)C)(C)C)O)C(=CC3=CSC(=N3)C)C)C. Cell line: SK-OV-3. Synergy scores: CSS=36.4, Synergy_ZIP=0.793, Synergy_Bliss=-0.295, Synergy_Loewe=-23.2, Synergy_HSA=0.774.